This data is from Full USPTO retrosynthesis dataset with 1.9M reactions from patents (1976-2016). The task is: Predict the reactants needed to synthesize the given product. (1) Given the product [NH2:22][C:2]1[N:10]=[C:9]([C:11](=[O:16])[CH2:12][CH2:13][CH2:14][CH3:15])[N:8]=[C:7]2[C:3]=1[N:4]=[CH:5][N:6]2[CH:17]1[CH2:21][CH2:20][CH2:19][O:18]1, predict the reactants needed to synthesize it. The reactants are: Cl[C:2]1[N:10]=[C:9]([C:11](=[O:16])[CH2:12][CH2:13][CH2:14][CH3:15])[N:8]=[C:7]2[C:3]=1[N:4]=[CH:5][N:6]2[CH:17]1[CH2:21][CH2:20][CH2:19][O:18]1.[NH3:22]. (2) Given the product [CH3:1][O:2][C:3](=[O:17])[C@@H:4]([O:14][CH2:15][CH3:16])[CH2:5][C:6]1[CH:11]=[CH:10][C:9]([O:12][CH2:31][C:29]2[N:30]=[C:26]([C:21]3[CH:22]=[CH:23][C:24]([F:25])=[C:19]([Cl:18])[CH:20]=3)[S:27][CH:28]=2)=[CH:8][C:7]=1[CH3:13], predict the reactants needed to synthesize it. The reactants are: [CH3:1][O:2][C:3](=[O:17])[C@@H:4]([O:14][CH2:15][CH3:16])[CH2:5][C:6]1[CH:11]=[CH:10][C:9]([OH:12])=[CH:8][C:7]=1[CH3:13].[Cl:18][C:19]1[CH:20]=[C:21]([C:26]2[S:27][CH:28]=[C:29]([CH2:31]Cl)[N:30]=2)[CH:22]=[CH:23][C:24]=1[F:25].ClC1C=C(C=CC=1F)C(N)=S.ClCC(CCl)=O.C(=O)([O-])[O-].[Cs+].[Cs+].[I-].[K+].